From a dataset of Forward reaction prediction with 1.9M reactions from USPTO patents (1976-2016). Predict the product of the given reaction. Given the reactants [CH3:1][C:2]([N:7]1[CH2:12][CH2:11][N:10]([CH2:13][C:14]2[S:22][C:21]3[C:20]([N:23]4[CH2:28][CH2:27][O:26][CH2:25][CH2:24]4)=[N:19][C:18]([Sn](CCCC)(CCCC)CCCC)=[N:17][C:16]=3[CH:15]=2)[CH2:9][CH2:8]1)([CH3:6])[C:3]([NH2:5])=[O:4].Br[C:43]1[C:52]2[C:47](=[CH:48][CH:49]=[CH:50][CH:51]=2)[N:46]=[CH:45][CH:44]=1, predict the reaction product. The product is: [CH3:1][C:2]([N:7]1[CH2:8][CH2:9][N:10]([CH2:13][C:14]2[S:22][C:21]3[C:20]([N:23]4[CH2:24][CH2:25][O:26][CH2:27][CH2:28]4)=[N:19][C:18]([C:43]4[C:52]5[C:47](=[CH:48][CH:49]=[CH:50][CH:51]=5)[N:46]=[CH:45][CH:44]=4)=[N:17][C:16]=3[CH:15]=2)[CH2:11][CH2:12]1)([CH3:6])[C:3]([NH2:5])=[O:4].